Dataset: Full USPTO retrosynthesis dataset with 1.9M reactions from patents (1976-2016). Task: Predict the reactants needed to synthesize the given product. Given the product [CH3:39][N:40]1[CH:44]=[CH:43][C:42]([NH:45][C:31]([N:13]2[C@@H:14]3[CH2:18][N:17]([CH2:16][CH2:15]3)[C:11]3[CH:10]=[CH:9][C:8]([C:6]4[CH:5]=[CH:4][N:3]=[C:2]([CH3:1])[CH:7]=4)=[N:19][C:12]2=3)=[O:37])=[N:41]1, predict the reactants needed to synthesize it. The reactants are: [CH3:1][C:2]1[CH:7]=[C:6]([C:8]2[CH:9]=[CH:10][C:11]3[N:17]4[CH2:18][C@H:14]([CH2:15][CH2:16]4)[NH:13][C:12]=3[N:19]=2)[CH:5]=[CH:4][N:3]=1.CCN(CC)CC.ClC(Cl)(O[C:31](=[O:37])OC(Cl)(Cl)Cl)Cl.[CH3:39][N:40]1[CH:44]=[CH:43][C:42]([NH2:45])=[N:41]1.